From a dataset of Forward reaction prediction with 1.9M reactions from USPTO patents (1976-2016). Predict the product of the given reaction. The product is: [Cl:1][C:2]1[CH:7]=[CH:6][C:5]([C:8]2[CH:13]=[CH:12][N:11]3[C:14](=[O:30])[N:15]([CH2:17][C:18]4[C:19]([CH2:29][OH:38])=[N:20][C:21]([C:24]([F:27])([F:26])[F:25])=[CH:22][CH:23]=4)[N:16]=[C:10]3[C:9]=2[C:31]2[CH:36]=[CH:35][N:34]=[CH:33][CH:32]=2)=[CH:4][CH:3]=1. Given the reactants [Cl:1][C:2]1[CH:7]=[CH:6][C:5]([C:8]2[CH:13]=[CH:12][N:11]3[C:14](=[O:30])[N:15]([CH2:17][C:18]4[C:19]([CH3:29])=[N+:20]([O-])[C:21]([C:24]([F:27])([F:26])[F:25])=[CH:22][CH:23]=4)[N:16]=[C:10]3[C:9]=2[C:31]2[CH:36]=[CH:35][N:34]=[CH:33][CH:32]=2)=[CH:4][CH:3]=1.C([O-])([O-])=[O:38].[K+].[K+], predict the reaction product.